From a dataset of Reaction yield outcomes from USPTO patents with 853,638 reactions. Predict the reaction yield, written as a fraction of the theoretical maximum amount of product (1.0 means a 100% yield; for example, 0.34 means a 34% yield). (1) The reactants are Br[C:2]1[CH:7]=[CH:6][C:5]([C:8]2([NH:11][C:12](=[O:22])[O:13][CH:14]3[CH:19]4[CH2:20][CH2:21][N:16]([CH2:17][CH2:18]4)[CH2:15]3)[CH2:10][CH2:9]2)=[CH:4][CH:3]=1.[C:23]1(B(O)O)[CH:28]=[CH:27][CH:26]=[CH:25][CH:24]=1. No catalyst specified. The product is [C:2]1([C:23]2[CH:28]=[CH:27][CH:26]=[CH:25][CH:24]=2)[CH:7]=[CH:6][C:5]([C:8]2([NH:11][C:12](=[O:22])[O:13][CH:14]3[CH:19]4[CH2:20][CH2:21][N:16]([CH2:17][CH2:18]4)[CH2:15]3)[CH2:10][CH2:9]2)=[CH:4][CH:3]=1. The yield is 0.250. (2) The reactants are [CH:1]([O:4][C:5]1[CH:6]=[C:7]([CH:11]=[CH:12][CH:13]=1)[C:8]([OH:10])=O)([CH3:3])[CH3:2].[NH2:14][C@@H:15]1[C@H:19]2[O:20][CH2:21][C@H:22]([NH:23][C:24]([CH:26]3[CH2:28][CH2:27]3)=[O:25])[C@H:18]2[O:17][CH2:16]1. No catalyst specified. The product is [CH:26]1([C:24]([NH:23][C@@H:22]2[C@H:18]3[O:17][CH2:16][C@H:15]([NH:14][C:8](=[O:10])[C:7]4[CH:11]=[CH:12][CH:13]=[C:5]([O:4][CH:1]([CH3:2])[CH3:3])[CH:6]=4)[C@H:19]3[O:20][CH2:21]2)=[O:25])[CH2:27][CH2:28]1. The yield is 0.459. (3) The reactants are [OH:1][C@H:2]1[C@H:7]([OH:8])[C@@H:6]([OH:9])[CH:5](O)[O:4][C@@H:3]1[C:11]([O:13]CC1C=CC=CC=1)=[O:12].[O:21]=[S:22]1(=[O:69])[CH2:27][CH2:26][N:25]([CH2:28][CH2:29][NH:30][C@:31]23[CH2:65][CH2:64][C@@H:63]([C:66]([CH3:68])=[CH2:67])[C@@H:32]2[C@@H:33]2[C@@:46]([CH3:49])([CH2:47][CH2:48]3)[C@@:45]3([CH3:50])[C@@H:36]([C@:37]4([CH3:62])[C@@H:42]([CH2:43][CH2:44]3)[C:41]([CH3:52])([CH3:51])[C:40]([C:53]3[CH:61]=[CH:60][C:56]([C:57]([OH:59])=[O:58])=[CH:55][CH:54]=3)=[CH:39][CH2:38]4)[CH2:35][CH2:34]2)[CH2:24][CH2:23]1.CN(C(ON1N=NC2C=CC=NC1=2)=[N+](C)C)C.F[P-](F)(F)(F)(F)F.CN1CCOCC1. The catalyst is O1CCOCC1. The product is [O:69]=[S:22]1(=[O:21])[CH2:27][CH2:26][N:25]([CH2:28][CH2:29][NH:30][C@:31]23[CH2:65][CH2:64][C@@H:63]([C:66]([CH3:68])=[CH2:67])[C@@H:32]2[C@@H:33]2[C@@:46]([CH3:49])([CH2:47][CH2:48]3)[C@@:45]3([CH3:50])[C@@H:36]([C@:37]4([CH3:62])[C@@H:42]([CH2:43][CH2:44]3)[C:41]([CH3:52])([CH3:51])[C:40]([C:53]3[CH:61]=[CH:60][C:56]([C:57]([O:59][C@H:5]5[O:4][C@H:3]([C:11]([OH:13])=[O:12])[C@@H:2]([OH:1])[C@H:7]([OH:8])[C@H:6]5[OH:9])=[O:58])=[CH:55][CH:54]=3)=[CH:39][CH2:38]4)[CH2:35][CH2:34]2)[CH2:24][CH2:23]1. The yield is 0.140.